This data is from Merck oncology drug combination screen with 23,052 pairs across 39 cell lines. The task is: Regression. Given two drug SMILES strings and cell line genomic features, predict the synergy score measuring deviation from expected non-interaction effect. (1) Drug 1: COc1cc(C2c3cc4c(cc3C(OC3OC5COC(C)OC5C(O)C3O)C3COC(=O)C23)OCO4)cc(OC)c1O. Drug 2: Cn1cc(-c2cnn3c(N)c(Br)c(C4CCCNC4)nc23)cn1. Cell line: MDAMB436. Synergy scores: synergy=25.4. (2) Drug 1: CN1C(=O)C=CC2(C)C3CCC4(C)C(NC(=O)OCC(F)(F)F)CCC4C3CCC12. Drug 2: COC1=C2CC(C)CC(OC)C(O)C(C)C=C(C)C(OC(N)=O)C(OC)C=CC=C(C)C(=O)NC(=CC1=O)C2=O. Cell line: A2058. Synergy scores: synergy=-1.75. (3) Drug 1: NC1(c2ccc(-c3nc4ccn5c(=O)[nH]nc5c4cc3-c3ccccc3)cc2)CCC1. Drug 2: COC1=C2CC(C)CC(OC)C(O)C(C)C=C(C)C(OC(N)=O)C(OC)C=CC=C(C)C(=O)NC(=CC1=O)C2=O. Cell line: OVCAR3. Synergy scores: synergy=-26.3.